From a dataset of Experimentally validated miRNA-target interactions with 360,000+ pairs, plus equal number of negative samples. Binary Classification. Given a miRNA mature sequence and a target amino acid sequence, predict their likelihood of interaction. The miRNA is hsa-miR-562 with sequence AAAGUAGCUGUACCAUUUGC. The protein sequence of the target gene is MEQQDQSMKEGRLTLVLALATLIAAFGSSFQYGYNVAAVNSPALLMQQFYNETYYGRTGEFMEDFPLTLLWSVTVSMFPFGGFIGSLLVGPLVNKFGRKGALLFNNIFSIVPAILMGCSRVATSFELIIISRLLVGICAGVSSNVVPMYLGELAPKNLRGALGVVPQLFITVGILVAQIFGLRNLLANVDGWPILLGLTGVPAALQLLLLPFFPESPRYLLIQKKDEAAAKKALQTLRGWDSVDREVAEIRQEDEAEKAAGFISVLKLFRMRSLRWQLLSIIVLMGGQQLSGVNAIYYYA.... Result: 0 (no interaction).